This data is from Full USPTO retrosynthesis dataset with 1.9M reactions from patents (1976-2016). The task is: Predict the reactants needed to synthesize the given product. (1) Given the product [I:1][C:2]1[C:7]2[N:8]=[C:9]([C:11]3[CH:12]=[CH:13][C:14]([OH:17])=[CH:15][CH:16]=3)[S:10][C:6]=2[CH:5]=[C:4]([OH:19])[CH:3]=1, predict the reactants needed to synthesize it. The reactants are: [I:1][C:2]1[C:7]2[N:8]=[C:9]([C:11]3[CH:16]=[CH:15][C:14]([O:17]C)=[CH:13][CH:12]=3)[S:10][C:6]=2[CH:5]=[C:4]([O:19]C)[CH:3]=1.Cl. (2) Given the product [S:1]1[C:5]([C:6]2[CH:7]=[C:8]([C:39]([OH:38])([CH3:40])[CH3:27])[CH:13]=[C:14]([NH:16][C:17]3[N:22]=[C:21]([C:23]([F:26])([F:25])[F:24])[CH:20]=[CH:19][N:18]=3)[CH:15]=2)=[CH:4][N:3]=[CH:2]1, predict the reactants needed to synthesize it. The reactants are: [S:1]1[C:5]([C:6]2[CH:7]=[C:8]([CH:13]=[C:14]([NH:16][C:17]3[N:22]=[C:21]([C:23]([F:26])([F:25])[F:24])[CH:20]=[CH:19][N:18]=3)[CH:15]=2)C(OC)=O)=[CH:4][N:3]=[CH:2]1.[CH2:27]1COCC1.C[Mg]Cl.C([O:38][CH2:39][CH3:40])(=O)C. (3) The reactants are: [CH2:1]([N:8]1[C@@H:13]2[C@H:14]([S:16]([C:19]3[CH:24]=[CH:23][CH:22]=[CH:21][CH:20]=3)(=[O:18])=[O:17])[CH2:15][C@@:9]1([C:26]1[CH:31]=[CH:30][CH:29]=[CH:28][CH:27]=1)[C:10](=[O:25])[CH:11]=[CH:12]2)[C:2]1[CH:7]=[CH:6][CH:5]=[CH:4][CH:3]=1. Given the product [CH2:1]([N:8]1[C@@H:13]2[C@H:14]([S:16]([C:19]3[CH:20]=[CH:21][CH:22]=[CH:23][CH:24]=3)(=[O:17])=[O:18])[CH2:15][C@@:9]1([C:26]1[CH:31]=[CH:30][CH:29]=[CH:28][CH:27]=1)[C:10](=[O:25])[CH2:11][CH2:12]2)[C:2]1[CH:7]=[CH:6][CH:5]=[CH:4][CH:3]=1, predict the reactants needed to synthesize it. (4) The reactants are: [Cl:1][C:2]1[CH:10]=[C:6]([C:7]([OH:9])=O)[C:5]([OH:11])=[CH:4][CH:3]=1.[CH2:12]([O:14][C:15]([C:17]1[S:21][C:20]([NH2:22])=[N:19][C:18]=1[C:23]1[CH:28]=[CH:27][CH:26]=[CH:25][CH:24]=1)=[O:16])[CH3:13]. Given the product [CH2:12]([O:14][C:15]([C:17]1[S:21][C:20]([NH:22][C:7](=[O:9])[C:6]2[CH:10]=[C:2]([Cl:1])[CH:3]=[CH:4][C:5]=2[OH:11])=[N:19][C:18]=1[C:23]1[CH:28]=[CH:27][CH:26]=[CH:25][CH:24]=1)=[O:16])[CH3:13], predict the reactants needed to synthesize it. (5) Given the product [CH2:1]([N:8]1[CH2:12][CH:11]([C:13]2[CH:18]=[CH:17][C:16]([Cl:19])=[C:15]([Cl:20])[CH:14]=2)[CH:10]([CH:21]([O:31][C:55]2[CH:54]=[CH:53][C:52]([Cl:51])=[CH:57][N:56]=2)[CH2:22][O:23][Si:24]([C:27]([CH3:28])([CH3:30])[CH3:29])([CH3:26])[CH3:25])[CH2:9]1)[C:2]1[CH:7]=[CH:6][CH:5]=[CH:4][CH:3]=1, predict the reactants needed to synthesize it. The reactants are: [CH2:1]([N:8]1[CH2:12][CH:11]([C:13]2[CH:18]=[CH:17][C:16]([Cl:19])=[C:15]([Cl:20])[CH:14]=2)[CH:10]([CH:21]([OH:31])[CH2:22][O:23][Si:24]([C:27]([CH3:30])([CH3:29])[CH3:28])([CH3:26])[CH3:25])[CH2:9]1)[C:2]1[CH:7]=[CH:6][CH:5]=[CH:4][CH:3]=1.C1C=CC(P(C2C=CC=CC=2)C2C=CC=CC=2)=CC=1.[Cl:51][C:52]1[CH:53]=[CH:54][C:55](O)=[N:56][CH:57]=1.C1C=CC(COC(/N=N/C(OCC2C=CC=CC=2)=O)=O)=CC=1. (6) Given the product [C:22]([C:18]1[CH:17]=[C:16]([CH:21]=[CH:20][CH:19]=1)[O:1][CH:2]1[CH2:3][CH2:4][N:5]([C:8]([O:10][C:11]([CH3:14])([CH3:13])[CH3:12])=[O:9])[CH2:6][CH2:7]1)(=[O:24])[CH3:23], predict the reactants needed to synthesize it. The reactants are: [OH:1][CH:2]1[CH2:7][CH2:6][N:5]([C:8]([O:10][C:11]([CH3:14])([CH3:13])[CH3:12])=[O:9])[CH2:4][CH2:3]1.O[C:16]1[CH:17]=[C:18]([C:22](=[O:24])[CH3:23])[CH:19]=[CH:20][CH:21]=1.C1(P(C2C=CC=CC=2)C2C=CC=CC=2)C=CC=CC=1.N(C(OC(C)C)=O)=NC(OC(C)C)=O. (7) Given the product [Cl:1][C:2]1[CH:7]=[CH:6][C:5]([C@@H:8]2[CH2:9][N:10]([CH2:19][C@H:17]([OH:18])[C:16]([F:21])([F:20])[F:15])[CH2:11][CH2:12][O:13]2)=[CH:4][C:3]=1[F:14], predict the reactants needed to synthesize it. The reactants are: [Cl:1][C:2]1[CH:7]=[CH:6][C:5]([C@H:8]2[O:13][CH2:12][CH2:11][NH:10][CH2:9]2)=[CH:4][C:3]=1[F:14].[F:15][C:16]([F:21])([F:20])[C@@H:17]1[CH2:19][O:18]1. (8) Given the product [F:32][C:31]1[CH:30]=[CH:29][C:28]([C:2]2[N:7]=[C:6]3[NH:8][N:9]=[C:10]([C:11]4[CH:16]=[CH:15][CH:14]=[CH:13][CH:12]=4)[C:5]3=[C:4]([C:17]([F:20])([F:19])[F:18])[CH:3]=2)=[CH:27][C:26]=1[C:24]([OH:25])=[O:23], predict the reactants needed to synthesize it. The reactants are: Br[C:2]1[N:7]=[C:6]2[NH:8][N:9]=[C:10]([C:11]3[CH:16]=[CH:15][CH:14]=[CH:13][CH:12]=3)[C:5]2=[C:4]([C:17]([F:20])([F:19])[F:18])[CH:3]=1.C([O:23][C:24]([C:26]1[CH:27]=[C:28](B(O)O)[CH:29]=[CH:30][C:31]=1[F:32])=[O:25])C.C(=O)([O-])[O-].[Cs+].[Cs+].CN(C=O)C.[OH-].[Na+].